From a dataset of Reaction yield outcomes from USPTO patents with 853,638 reactions. Predict the reaction yield, written as a fraction of the theoretical maximum amount of product (1.0 means a 100% yield; for example, 0.34 means a 34% yield). (1) The product is [CH2:17]([O:19][C:20](=[O:39])[C:21]([N:23]([CH2:24][C:25]1[CH:26]=[CH:27][CH:28]=[CH:29][CH:30]=1)[CH2:31][C:32]1[CH:37]=[CH:36][C:35]([NH:38][C:12](=[O:13])[C:11]2[CH:15]=[CH:16][C:8]([O:7][CH2:1][CH2:2][CH2:3][CH2:4][CH2:5][CH3:6])=[CH:9][CH:10]=2)=[CH:34][CH:33]=1)=[O:22])[CH3:18]. The yield is 0.580. No catalyst specified. The reactants are [CH2:1]([O:7][C:8]1[CH:16]=[CH:15][C:11]([C:12](Cl)=[O:13])=[CH:10][CH:9]=1)[CH2:2][CH2:3][CH2:4][CH2:5][CH3:6].[CH2:17]([O:19][C:20](=[O:39])[C:21]([N:23]([CH2:31][C:32]1[CH:37]=[CH:36][C:35]([NH2:38])=[CH:34][CH:33]=1)[CH2:24][C:25]1[CH:30]=[CH:29][CH:28]=[CH:27][CH:26]=1)=[O:22])[CH3:18]. (2) The reactants are [CH2:1]([C:5]1[N:6]=[C:7]([CH3:27])[NH:8][C:9](=[O:26])[C:10]=1[CH2:11][C:12]1[CH:17]=[CH:16][C:15]([C:18]2[C:19]([C:24]#[N:25])=[CH:20][CH:21]=[CH:22][CH:23]=2)=[CH:14][CH:13]=1)[CH2:2][CH2:3][CH3:4].[H-].[Na+].Br[CH2:31][CH2:32][C:33]1[CH:38]=[CH:37][C:36]([F:39])=[CH:35][CH:34]=1.[Cl-].O[NH3+:42].[C:43](=[O:46])([O-])[OH:44].[Na+]. The catalyst is C(OCC)(=O)C.CS(C)=O.CN(C)C=O. The product is [CH2:1]([C:5]1[N:6]=[C:7]([CH3:27])[N:8]([CH2:31][CH2:32][C:33]2[CH:38]=[CH:37][C:36]([F:39])=[CH:35][CH:34]=2)[C:9](=[O:26])[C:10]=1[CH2:11][C:12]1[CH:17]=[CH:16][C:15]([C:18]2[CH:23]=[CH:22][CH:21]=[CH:20][C:19]=2[C:24]2[NH:42][C:43](=[O:46])[O:44][N:25]=2)=[CH:14][CH:13]=1)[CH2:2][CH2:3][CH3:4]. The yield is 0.160. (3) The reactants are [F:1][C:2]1[CH:7]=[CH:6][C:5]([NH:8][C:9]2[C:10]3[CH:18]=[C:17]([NH:19]CC4C=CC(OC)=CC=4)[N:16]=[CH:15][C:11]=3[N:12]=[CH:13][N:14]=2)=[CH:4][C:3]=1[C:29]([F:32])([F:31])[F:30].C1(OC)C=CC=CC=1. The catalyst is C(O)(C(F)(F)F)=O.C(OCC)(=O)C. The product is [F:1][C:2]1[CH:7]=[CH:6][C:5]([NH:8][C:9]2[C:10]3[CH:18]=[C:17]([NH2:19])[N:16]=[CH:15][C:11]=3[N:12]=[CH:13][N:14]=2)=[CH:4][C:3]=1[C:29]([F:30])([F:31])[F:32]. The yield is 0.990. (4) The reactants are [N:1]1([C:5]([C:7]2[N:12]=[CH:11][C:10]([O:13][C:14]3[CH:15]=[C:16]([CH:27]=[C:28]([O:30][CH:31]4[CH2:35][CH2:34][N:33]([CH2:36][CH3:37])[C:32]4=[O:38])[CH:29]=3)[C:17]([NH:19][C:20]3[CH:25]=[N:24][C:23]([CH3:26])=[CH:22][N:21]=3)=[O:18])=[CH:9][CH:8]=2)=[O:6])[CH2:4][CH2:3][CH2:2]1.N1(C(C2N=CC(OC3C=C(C=C(O[C@@H]4CCN(CC)C4=O)C=3)C(NC3C=NC(C)=CN=3)=O)=CC=2)=O)CCC1. No catalyst specified. The product is [N:1]1([C:5]([C:7]2[N:12]=[CH:11][C:10]([O:13][C:14]3[CH:15]=[C:16]([CH:27]=[C:28]([O:30][C@H:31]4[CH2:35][CH2:34][N:33]([CH2:36][CH3:37])[C:32]4=[O:38])[CH:29]=3)[C:17]([NH:19][C:20]3[CH:25]=[N:24][C:23]([CH3:26])=[CH:22][N:21]=3)=[O:18])=[CH:9][CH:8]=2)=[O:6])[CH2:4][CH2:3][CH2:2]1. The yield is 0.260.